From a dataset of Full USPTO retrosynthesis dataset with 1.9M reactions from patents (1976-2016). Predict the reactants needed to synthesize the given product. (1) Given the product [Cl:1][C:2]1[CH:7]=[CH:6][N:5]=[C:4]([N:8]2[CH2:19][CH2:18][N:17]3[C:10](=[CH:11][C:12]4[CH2:13][C:14]([CH3:21])([CH3:20])[CH2:15][C:16]=43)[C:9]2=[O:22])[C:3]=1[C:23]([OH:29])=[O:24], predict the reactants needed to synthesize it. The reactants are: [Cl:1][C:2]1[CH:7]=[CH:6][N:5]=[C:4]([N:8]2[CH2:19][CH2:18][N:17]3[C:10](=[CH:11][C:12]4[CH2:13][C:14]([CH3:21])([CH3:20])[CH2:15][C:16]=43)[C:9]2=[O:22])[C:3]=1[CH:23]=[O:24].C([OH:29])(C)(C)C.CC(=CC)C.[O-]Cl=O.[Na+]. (2) Given the product [Cl:1][C:2]1[CH:7]=[CH:6][C:5]([C:8]2[N:15]([CH3:14])[N:16]=[C:10]([CH3:11])[CH:9]=2)=[CH:4][CH:3]=1, predict the reactants needed to synthesize it. The reactants are: [Cl:1][C:2]1[CH:7]=[CH:6][C:5]([C:8](=O)[CH2:9][C:10](=O)[CH3:11])=[CH:4][CH:3]=1.[CH3:14][NH:15][NH2:16]. (3) Given the product [OH:2][C:3]1[C:11]2[C:10]([CH2:12][CH2:13][C:14]3[CH:15]=[CH:16][CH:17]=[CH:18][CH:19]=3)=[CH:9][S:8][C:7]=2[CH:6]=[CH:5][CH:4]=1, predict the reactants needed to synthesize it. The reactants are: C[O:2][C:3]1[C:11]2[C:10]([CH2:12][CH2:13][C:14]3[CH:19]=[CH:18][CH:17]=[CH:16][CH:15]=3)=[CH:9][S:8][C:7]=2[CH:6]=[CH:5][CH:4]=1.B(Br)(Br)Br.C(=O)([O-])O.[Na+]. (4) Given the product [Cl:1][C:2]1[CH:3]=[C:4]([NH2:19])[CH:5]=[CH:6][C:7]=1[O:8][C:9]1[CH:10]=[N:11][C:12]2[C:17]([CH:18]=1)=[CH:16][CH:15]=[CH:14][CH:13]=2, predict the reactants needed to synthesize it. The reactants are: [Cl:1][C:2]1[CH:3]=[C:4]([N+:19]([O-])=O)[CH:5]=[CH:6][C:7]=1[O:8][C:9]1[CH:10]=[N:11][C:12]2[C:17]([CH:18]=1)=[CH:16][CH:15]=[CH:14][CH:13]=2.[NH4+].[Cl-].O. (5) Given the product [F:1][C:2]1[C:9]([O:10][CH3:11])=[CH:8][C:7]([B:12]2[O:16][C:15]([CH3:18])([CH3:17])[C:14]([CH3:20])([CH3:19])[O:13]2)=[CH:6][C:3]=1[C:4]#[N:5], predict the reactants needed to synthesize it. The reactants are: [F:1][C:2]1[C:9]([O:10][CH3:11])=[CH:8][CH:7]=[CH:6][C:3]=1[C:4]#[N:5].[B:12]1([B:12]2[O:16][C:15]([CH3:18])([CH3:17])[C:14]([CH3:20])([CH3:19])[O:13]2)[O:16][C:15]([CH3:18])([CH3:17])[C:14]([CH3:20])([CH3:19])[O:13]1.